From a dataset of Catalyst prediction with 721,799 reactions and 888 catalyst types from USPTO. Predict which catalyst facilitates the given reaction. (1) Reactant: I[Si](C)(C)C.[Cl:6][C:7]1[CH:12]=[CH:11][C:10]([C@@H:13]2[CH2:22][CH2:21][CH2:20][C@H:19]3[N:14]2[C:15](=[O:23])[CH2:16][CH2:17][CH2:18]3)=[CH:9][CH:8]=1.CN(C)CCN(C)C.[I:32]I.S([O-])([O-])(=O)=S.[Na+].[Na+]. Product: [Cl:6][C:7]1[CH:12]=[CH:11][C:10]([C@@H:13]2[CH2:22][CH2:21][CH2:20][C@H:19]3[N:14]2[C:15](=[O:23])[CH:16]([I:32])[CH2:17][CH2:18]3)=[CH:9][CH:8]=1. The catalyst class is: 124. (2) Product: [C:18]([C:3]1[CH:4]=[CH:5][C:6]([O:8][CH2:9][C:10]2[CH:15]=[CH:14][C:13]([O:16][CH3:17])=[CH:12][CH:11]=2)=[CH:7][C:2]=1[O:1][C:28](=[O:32])[CH:29]([CH3:31])[CH3:30])(=[O:20])[CH3:19]. The catalyst class is: 112. Reactant: [OH:1][C:2]1[CH:7]=[C:6]([O:8][CH2:9][C:10]2[CH:15]=[CH:14][C:13]([O:16][CH3:17])=[CH:12][CH:11]=2)[CH:5]=[CH:4][C:3]=1[C:18](=[O:20])[CH3:19].C(N(CC)CC)C.[C:28](Cl)(=[O:32])[CH:29]([CH3:31])[CH3:30].O. (3) Reactant: [NH2:1][C:2]1[CH:9]=[CH:8][C:5]([CH:6]=O)=[CH:4][CH:3]=1.[C:10]([CH2:12][C:13]([O:15][CH2:16][CH:17]([CH2:22][CH3:23])[CH2:18][CH2:19][CH2:20][CH3:21])=[O:14])#[N:11].C(NCC)C.C(O)(=O)C. Product: [NH2:1][C:2]1[CH:9]=[CH:8][C:5]([CH:6]=[C:12]([C:10]#[N:11])[C:13]([O:15][CH2:16][CH:17]([CH2:22][CH3:23])[CH2:18][CH2:19][CH2:20][CH3:21])=[O:14])=[CH:4][CH:3]=1. The catalyst class is: 32. (4) Reactant: [CH3:1][O:2][C:3]1[CH:8]=[CH:7][CH:6]=[CH:5][C:4]=1[C:9]1[C:10]2[C:14]([CH:15]=[CH:16][CH:17]=1)=[N:13][N:12]1[C:18]([CH:23]3[CH2:28][CH2:27][N:26](C(OC(C)(C)C)=O)[CH2:25][CH2:24]3)=[CH:19][C:20](=[O:22])[NH:21][C:11]=21.[ClH:36]. Product: [ClH:36].[CH3:1][O:2][C:3]1[CH:8]=[CH:7][CH:6]=[CH:5][C:4]=1[C:9]1[C:10]2[C:14]([CH:15]=[CH:16][CH:17]=1)=[N:13][N:12]1[C:18]([CH:23]3[CH2:28][CH2:27][NH:26][CH2:25][CH2:24]3)=[CH:19][C:20](=[O:22])[NH:21][C:11]=21. The catalyst class is: 12. (5) The catalyst class is: 573. Reactant: [CH3:1][N:2]([CH3:28])[C:3]1([C:22]2[CH:27]=[CH:26][CH:25]=[CH:24][N:23]=2)[CH2:8][CH2:7][CH:6]([CH2:9][C:10]([NH:12][CH2:13][CH2:14][CH2:15][C:16]2[CH:21]=[CH:20][CH:19]=[CH:18][CH:17]=2)=[O:11])[CH2:5][CH2:4]1.[Cl:29][Si](C)(C)C. Product: [ClH:29].[CH3:28][N:2]([CH3:1])[C:3]1([C:22]2[CH:27]=[CH:26][CH:25]=[CH:24][N:23]=2)[CH2:4][CH2:5][CH:6]([CH2:9][C:10]([NH:12][CH2:13][CH2:14][CH2:15][C:16]2[CH:17]=[CH:18][CH:19]=[CH:20][CH:21]=2)=[O:11])[CH2:7][CH2:8]1. (6) Reactant: O.Cl.[NH:3]1[CH2:8][CH2:7][C:6](=[O:9])[CH2:5][CH2:4]1.[C:10](O[C:10]([O:12][C:13]([CH3:16])([CH3:15])[CH3:14])=[O:11])([O:12][C:13]([CH3:16])([CH3:15])[CH3:14])=[O:11].[OH-].[Na+]. Product: [O:9]=[C:6]1[CH2:7][CH2:8][N:3]([C:10]([O:12][C:13]([CH3:16])([CH3:15])[CH3:14])=[O:11])[CH2:4][CH2:5]1. The catalyst class is: 396. (7) Reactant: [N:1]1([CH:6]2[CH2:11][CH2:10][N:9]([S:12]([C:15]3[CH:16]=[CH:17][C:18]([C:21]#[N:22])=[N:19][CH:20]=3)(=[O:14])=[O:13])[CH2:8][CH2:7]2)[CH2:5][CH2:4][CH2:3][CH2:2]1.[OH-].[NH4+].[H][H]. Product: [N:1]1([CH:6]2[CH2:7][CH2:8][N:9]([S:12]([C:15]3[CH:16]=[CH:17][C:18]([CH2:21][NH2:22])=[N:19][CH:20]=3)(=[O:14])=[O:13])[CH2:10][CH2:11]2)[CH2:2][CH2:3][CH2:4][CH2:5]1. The catalyst class is: 94.